From a dataset of Retrosynthesis with 50K atom-mapped reactions and 10 reaction types from USPTO. Predict the reactants needed to synthesize the given product. (1) Given the product CC(C)c1cnc2c(C(=O)Nc3cnccc3[C@@H]3C[C@H](C)C[C@H](NC(=O)OC(C)(C)C)C3)c(NC(=O)OC(C)(C)C)oc2c1, predict the reactants needed to synthesize it. The reactants are: CC(C)c1cnc2c(C(=O)O)c(NC(=O)OC(C)(C)C)oc2c1.C[C@@H]1C[C@H](NC(=O)OC(C)(C)C)C[C@H](c2ccncc2N)C1. (2) The reactants are: N[C@@]12C(=O)OC[C@@H]1[C@@H]2c1ccccc1.O=S(=O)(Cl)c1ccc(-c2cc(C(F)(F)F)on2)s1. Given the product O=C1OC[C@@H]2[C@H](c3ccccc3)[C@]12NS(=O)(=O)c1ccc(-c2cc(C(F)(F)F)on2)s1, predict the reactants needed to synthesize it. (3) Given the product Cc1ccc(-n2nccn2)c(C(=O)N2CCC[C@@H](C)[C@H]2CNc2ncc3cc(C)ccc3n2)c1, predict the reactants needed to synthesize it. The reactants are: CB1OB(C)OB(C)O1.Cc1ccc(-n2nccn2)c(C(=O)N2CCC[C@@H](C)[C@H]2CNc2ncc3cc(Br)ccc3n2)c1. (4) Given the product CC(C)(C)OC(=O)N[C@@H](Cc1ccc(F)cc1)C(=O)N1CCOCC1, predict the reactants needed to synthesize it. The reactants are: C1COCCN1.CC(C)(C)OC(=O)N[C@@H](Cc1ccc(F)cc1)C(=O)O. (5) Given the product Cn1cccc1C(=O)NNC(=O)c1ccccc1Nc1ccc2c(/C=C/c3ccccn3)n[nH]c2c1, predict the reactants needed to synthesize it. The reactants are: Cn1cccc1C(=O)NN.O=C(O)c1ccccc1Nc1ccc2c(C=Cc3ccccn3)n[nH]c2c1. (6) Given the product O=C1C(C2=NS(=O)(=O)c3cc(NS(=O)(=O)Cc4ccccc4)ccc3N2)=C(O)[C@@H]2CCC[C@@H]2N1Cc1ccc(F)cc1, predict the reactants needed to synthesize it. The reactants are: NS(=O)(=O)Cc1ccccc1.O=C1C(C2=NS(=O)(=O)c3cc(I)ccc3N2)=C(O)[C@@H]2CCC[C@@H]2N1Cc1ccc(F)cc1.